Dataset: Catalyst prediction with 721,799 reactions and 888 catalyst types from USPTO. Task: Predict which catalyst facilitates the given reaction. Reactant: [F:1][C:2]1[CH:3]=[C:4]([NH:25][C:26]([C:28]2[C:29](=[O:41])[N:30]([C:34]3[CH:39]=[CH:38][C:37]([F:40])=[CH:36][CH:35]=3)[N:31]=[CH:32][CH:33]=2)=[O:27])[CH:5]=[CH:6][C:7]=1[O:8][C:9]1[CH:14]=[CH:13][N:12]=[C:11]2[CH:15]=[C:16]([CH:18]3[CH2:23][CH2:22][C:21](=O)[CH2:20][CH2:19]3)[S:17][C:10]=12.[CH3:42][NH:43][CH3:44].[BH-](OC(C)=O)(OC(C)=O)OC(C)=O.[Na+]. Product: [CH3:42][N:43]([CH3:44])[CH:21]1[CH2:20][CH2:19][CH:18]([C:16]2[S:17][C:10]3[C:11](=[N:12][CH:13]=[CH:14][C:9]=3[O:8][C:7]3[CH:6]=[CH:5][C:4]([NH:25][C:26]([C:28]4[C:29](=[O:41])[N:30]([C:34]5[CH:39]=[CH:38][C:37]([F:40])=[CH:36][CH:35]=5)[N:31]=[CH:32][CH:33]=4)=[O:27])=[CH:3][C:2]=3[F:1])[CH:15]=2)[CH2:23][CH2:22]1. The catalyst class is: 2.